This data is from NCI-60 drug combinations with 297,098 pairs across 59 cell lines. The task is: Regression. Given two drug SMILES strings and cell line genomic features, predict the synergy score measuring deviation from expected non-interaction effect. (1) Drug 1: CN(C)N=NC1=C(NC=N1)C(=O)N. Drug 2: CC1=C(C(=CC=C1)Cl)NC(=O)C2=CN=C(S2)NC3=CC(=NC(=N3)C)N4CCN(CC4)CCO. Cell line: HT29. Synergy scores: CSS=24.4, Synergy_ZIP=-5.60, Synergy_Bliss=2.08, Synergy_Loewe=-22.7, Synergy_HSA=1.14. (2) Drug 1: C1=NC2=C(N1)C(=S)N=C(N2)N. Drug 2: C1CN(CCN1C(=O)CCBr)C(=O)CCBr. Cell line: COLO 205. Synergy scores: CSS=30.4, Synergy_ZIP=-6.94, Synergy_Bliss=-1.93, Synergy_Loewe=-12.1, Synergy_HSA=-0.807.